From a dataset of Peptide-MHC class II binding affinity with 134,281 pairs from IEDB. Regression. Given a peptide amino acid sequence and an MHC pseudo amino acid sequence, predict their binding affinity value. This is MHC class II binding data. The peptide sequence is RQANFLGKIWPSSKGR. The MHC is DRB1_0901 with pseudo-sequence DRB1_0901. The binding affinity (normalized) is 0.